This data is from Forward reaction prediction with 1.9M reactions from USPTO patents (1976-2016). The task is: Predict the product of the given reaction. (1) Given the reactants [NH:1]1[C:5]2[CH:6]=[CH:7][CH:8]=[CH:9][C:4]=2[N:3]=[CH:2]1.[H-].[Na+].[CH3:12][C:13](C)([O-])[CH3:14].[K+], predict the reaction product. The product is: [CH2:14]([N:1]1[C:5]2[CH:6]=[CH:7][CH:8]=[CH:9][C:4]=2[N:3]=[CH:2]1)[C:13]#[CH:12]. (2) The product is: [CH:27]1([N:5]2[C:6]3[C:11](=[CH:10][CH:9]=[C:8]([C:12]4[N:16]([C:17]5[CH:22]=[CH:21][C:20]([S:23]([CH3:26])(=[O:25])=[O:24])=[CH:19][CH:18]=5)[N:15]=[CH:14][CH:13]=4)[CH:7]=3)[C:3]([CH2:1][CH3:2])=[N:4]2)[CH2:29][CH2:28]1. Given the reactants [CH2:1]([C:3]1[C:11]2[C:6](=[CH:7][C:8]([C:12]3[N:16]([C:17]4[CH:22]=[CH:21][C:20]([S:23]([CH3:26])(=[O:25])=[O:24])=[CH:19][CH:18]=4)[N:15]=[CH:14][CH:13]=3)=[CH:9][CH:10]=2)[NH:5][N:4]=1)[CH3:2].[CH:27]1(B(O)O)[CH2:29][CH2:28]1.C(N(CC)CC)C.N1C=CC=CC=1, predict the reaction product. (3) The product is: [O:1]1[C:5]2[CH:6]=[CH:7][C:8]([C:10]3([C:13]([NH:15][C:16]4[CH:17]=[C:18]5[C:22](=[CH:23][CH:24]=4)[NH:21][C:20]([C:25]([CH3:31])([CH3:26])[CH2:27][CH2:28][C:29]([OH:37])=[O:32])=[CH:19]5)=[O:14])[CH2:11][CH2:12]3)=[CH:9][C:4]=2[O:3][CH2:2]1. Given the reactants [O:1]1[C:5]2[CH:6]=[CH:7][C:8]([C:10]3([C:13]([NH:15][C:16]4[CH:17]=[C:18]5[C:22](=[CH:23][CH:24]=4)[NH:21][C:20]([C:25]([CH3:31])([CH2:27][CH2:28][C:29]#N)[CH3:26])=[CH:19]5)=[O:14])[CH2:12][CH2:11]3)=[CH:9][C:4]=2[O:3][CH2:2]1.[OH-:32].[K+].CCO.[OH2:37], predict the reaction product. (4) Given the reactants CO[C:3]([C:5]1[NH:6][N:7]=[C:8]([O:10][CH2:11][C:12]2[C:13]([CH2:18][CH2:19][CH2:20][CH3:21])=[N:14][O:15][C:16]=2[CH3:17])[CH:9]=1)=[O:4].[NH2:22][CH:23]([CH2:26][OH:27])[CH2:24][OH:25], predict the reaction product. The product is: [OH:25][CH2:24][CH:23]([NH:22][C:3]([C:5]1[NH:6][N:7]=[C:8]([O:10][CH2:11][C:12]2[C:13]([CH2:18][CH2:19][CH2:20][CH3:21])=[N:14][O:15][C:16]=2[CH3:17])[CH:9]=1)=[O:4])[CH2:26][OH:27]. (5) Given the reactants [F:1][C:2]1[CH:7]=[CH:6][CH:5]=[C:4]([F:8])[C:3]=1[N:9]1[C:14]2[N:15]=[C:16](S(C)=O)[N:17]=[C:18]([C:19]3[CH:20]=[C:21]([CH:33]=[CH:34][C:35]=3[CH3:36])[C:22]([NH:24][CH2:25][CH2:26][C:27]3[CH:32]=[CH:31][CH:30]=[CH:29][CH:28]=3)=[O:23])[C:13]=2[CH:12]=[CH:11][C:10]1=[O:40].[NH2:41][CH2:42][CH2:43][N:44]([CH3:52])[C:45](=[O:51])[O:46][C:47]([CH3:50])([CH3:49])[CH3:48].C(N(CC)CC)C, predict the reaction product. The product is: [F:1][C:2]1[CH:7]=[CH:6][CH:5]=[C:4]([F:8])[C:3]=1[N:9]1[C:14]2[N:15]=[C:16]([NH:41][CH2:42][CH2:43][N:44]([CH3:52])[C:45](=[O:51])[O:46][C:47]([CH3:48])([CH3:49])[CH3:50])[N:17]=[C:18]([C:19]3[CH:20]=[C:21]([C:22]([NH:24][CH2:25][CH2:26][C:27]4[CH:32]=[CH:31][CH:30]=[CH:29][CH:28]=4)=[O:23])[CH:33]=[CH:34][C:35]=3[CH3:36])[C:13]=2[CH:12]=[CH:11][C:10]1=[O:40]. (6) Given the reactants [CH3:1][C:2]1[N:6]([CH3:7])[C:5]2[CH:8]=[C:9]([C:22](O)=[O:23])[C:10]3[CH2:11][CH2:12][CH:13]([C:16]4[CH:21]=[CH:20][CH:19]=[CH:18][CH:17]=4)[O:14][C:15]=3[C:4]=2[N:3]=1.F[B-](F)(F)F.N1(OC(N(C)C)=[N+](C)C)C2C=CC=CC=2N=N1.[CH2:47]([CH2:49][NH2:50])[OH:48].O, predict the reaction product. The product is: [OH:48][CH2:47][CH2:49][NH:50][C:22]([C:9]1[C:10]2[CH2:11][CH2:12][CH:13]([C:16]3[CH:17]=[CH:18][CH:19]=[CH:20][CH:21]=3)[O:14][C:15]=2[C:4]2[N:3]=[C:2]([CH3:1])[N:6]([CH3:7])[C:5]=2[CH:8]=1)=[O:23]. (7) Given the reactants [Cl:1][C:2]1[CH:3]=[C:4]([CH:8]2[C:12]([C:15]3[CH:20]=[CH:19][C:18]([Cl:21])=[CH:17][CH:16]=3)([C:13]#[N:14])[CH:11]([CH2:22][C:23]([CH3:26])([CH3:25])[CH3:24])[NH:10][CH:9]2[C:27](O)=[O:28])[CH:5]=[CH:6][CH:7]=1.[NH2:30][CH2:31][C:32]1([CH2:35][OH:36])[CH2:34][CH2:33]1.CN(C(ON1N=NC2C=CC=NC1=2)=[N+](C)C)C.F[P-](F)(F)(F)(F)F.CCN(C(C)C)C(C)C, predict the reaction product. The product is: [OH:36][CH2:35][C:32]1([CH2:31][NH:30][C:27]([CH:9]2[CH:8]([C:4]3[CH:5]=[CH:6][CH:7]=[C:2]([Cl:1])[CH:3]=3)[C:12]([C:15]3[CH:16]=[CH:17][C:18]([Cl:21])=[CH:19][CH:20]=3)([C:13]#[N:14])[CH:11]([CH2:22][C:23]([CH3:25])([CH3:24])[CH3:26])[NH:10]2)=[O:28])[CH2:34][CH2:33]1. (8) Given the reactants [Br:1][C:2]1[CH:7]=[C:6]([C:8]([F:20])([C:16]([F:19])([F:18])[F:17])[C:9]([F:15])([F:14])[C:10]([F:13])([F:12])[F:11])[CH:5]=[C:4]([CH2:21][CH3:22])[C:3]=1[NH:23][C:24](=[O:36])[C:25]1[CH:30]=[CH:29][C:28]([C:31]#[N:32])=[C:27]([N+:33]([O-])=O)[CH:26]=1.[OH-].[Na+].S([O-])(O)=O.[Na+], predict the reaction product. The product is: [NH2:33][C:27]1[CH:26]=[C:25]([CH:30]=[CH:29][C:28]=1[C:31]#[N:32])[C:24]([NH:23][C:3]1[C:4]([CH2:21][CH3:22])=[CH:5][C:6]([C:8]([F:20])([C:16]([F:17])([F:18])[F:19])[C:9]([F:14])([F:15])[C:10]([F:12])([F:13])[F:11])=[CH:7][C:2]=1[Br:1])=[O:36].